Dataset: Peptide-MHC class I binding affinity with 185,985 pairs from IEDB/IMGT. Task: Regression. Given a peptide amino acid sequence and an MHC pseudo amino acid sequence, predict their binding affinity value. This is MHC class I binding data. (1) The peptide sequence is YSLLFPAPF. The MHC is H-2-Kb with pseudo-sequence H-2-Kb. The binding affinity (normalized) is 0.548. (2) The peptide sequence is YRNKPSIAT. The MHC is HLA-B08:01 with pseudo-sequence HLA-B08:01. The binding affinity (normalized) is 0. (3) The MHC is HLA-B27:05 with pseudo-sequence HLA-B27:05. The binding affinity (normalized) is 0.213. The peptide sequence is EPRVQLVPL. (4) The peptide sequence is MATYGWNLV. The MHC is HLA-B51:01 with pseudo-sequence HLA-B51:01. The binding affinity (normalized) is 0.341. (5) The peptide sequence is RAYAAMHLW. The MHC is HLA-A80:01 with pseudo-sequence HLA-A80:01. The binding affinity (normalized) is 0.0847. (6) The binding affinity (normalized) is 0.614. The MHC is Mamu-A01 with pseudo-sequence Mamu-A01. The peptide sequence is HTTPGVNL.